From a dataset of Full USPTO retrosynthesis dataset with 1.9M reactions from patents (1976-2016). Predict the reactants needed to synthesize the given product. Given the product [CH2:29]([O:22][CH2:21][C:19]1[CH:20]=[C:11]2[CH:10]3[CH2:16][CH:14]([CH2:15][N:8]([CH2:1][C:2]4[CH:3]=[CH:4][CH:5]=[CH:6][CH:7]=4)[CH2:9]3)[CH2:13][N:12]2[C:17](=[O:23])[CH:18]=1)[CH:27]=[CH2:28], predict the reactants needed to synthesize it. The reactants are: [CH2:1]([N:8]1[CH2:15][CH:14]2[CH2:16][CH:10]([C:11]3[N:12]([C:17](=[O:23])[CH:18]=[C:19]([CH2:21][OH:22])[CH:20]=3)[CH2:13]2)[CH2:9]1)[C:2]1[CH:7]=[CH:6][CH:5]=[CH:4][CH:3]=1.[H-].[Na+].[I-].[C:27]([NH3+])(C)([CH3:29])[CH3:28].C(Br)C=C.